From a dataset of Peptide-MHC class I binding affinity with 185,985 pairs from IEDB/IMGT. Regression. Given a peptide amino acid sequence and an MHC pseudo amino acid sequence, predict their binding affinity value. This is MHC class I binding data. (1) The binding affinity (normalized) is 0. The peptide sequence is YVNHTLTGQH. The MHC is HLA-A11:01 with pseudo-sequence HLA-A11:01. (2) The peptide sequence is AAAQGQAPL. The MHC is HLA-B51:01 with pseudo-sequence HLA-B51:01. The binding affinity (normalized) is 0.0847. (3) The peptide sequence is SMMSMYGKA. The MHC is HLA-A02:06 with pseudo-sequence HLA-A02:06. The binding affinity (normalized) is 0.516.